The task is: Predict the reaction yield, written as a fraction of the theoretical maximum amount of product (1.0 means a 100% yield; for example, 0.34 means a 34% yield).. This data is from Reaction yield outcomes from USPTO patents with 853,638 reactions. The reactants are [OH:1][CH2:2][CH2:3][CH:4]1[CH2:9][CH2:8][N:7]([C:10]([O:12][C:13]([CH3:16])([CH3:15])[CH3:14])=[O:11])[CH2:6][CH2:5]1.[CH3:17][S:18](Cl)(=[O:20])=[O:19]. The catalyst is C(Cl)Cl. The product is [CH3:17][S:18]([O:1][CH2:2][CH2:3][CH:4]1[CH2:5][CH2:6][N:7]([C:10]([O:12][C:13]([CH3:16])([CH3:15])[CH3:14])=[O:11])[CH2:8][CH2:9]1)(=[O:20])=[O:19]. The yield is 0.610.